This data is from Reaction yield outcomes from USPTO patents with 853,638 reactions. The task is: Predict the reaction yield, written as a fraction of the theoretical maximum amount of product (1.0 means a 100% yield; for example, 0.34 means a 34% yield). (1) The reactants are Cl[C:2]([F:21])([F:20])[C:3](Cl)([F:18])[O:4][C:5]([Cl:17])([F:16])[C:6]([F:15])([F:14])[C:7](Cl)([F:12])[C:8](Cl)([F:10])[F:9]. The catalyst is [Zn].CN(C)C=O. The product is [C:8](=[C:7]([C:6]([C:5]([O:4][C:3](=[C:2]([F:20])[F:21])[F:18])([Cl:17])[F:16])([F:15])[F:14])[F:12])([F:10])[F:9]. The yield is 0.600. (2) The reactants are Br[CH2:2][C:3]1[CH:4]=[C:5]([CH:8]=[C:9]([N+:11]([O-:13])=[O:12])[CH:10]=1)[C:6]#[N:7].[NH:14]1[CH2:19][CH2:18][O:17][CH2:16][CH2:15]1.C(N(CC)CC)C. The catalyst is C(Cl)Cl. The product is [O:17]1[CH2:18][CH2:19][N:14]([CH2:2][C:3]2[CH:4]=[C:5]([CH:8]=[C:9]([N+:11]([O-:13])=[O:12])[CH:10]=2)[C:6]#[N:7])[CH2:15][CH2:16]1. The yield is 0.850. (3) The reactants are [H-].[Al+3].[Li+].[H-].[H-].[H-].C(O[C:12](=O)[NH:13][CH2:14][C@@H:15]1[C@@H:19]([CH2:20][S:21][CH3:22])[O:18][C:17]([CH3:24])([CH3:23])[O:16]1)(C)(C)C. The catalyst is O1CCCC1. The product is [CH3:23][C:17]1([CH3:24])[O:16][C@H:15]([CH2:14][NH:13][CH3:12])[C@@H:19]([CH2:20][S:21][CH3:22])[O:18]1. The yield is 0.760. (4) The reactants are Cl.[NH2:2][C:3]1[CH:4]=[C:5]([CH:10]=[CH:11][N:12]=1)[C:6]([O:8][CH3:9])=[O:7].[C:13](Cl)(=[O:17])[CH2:14][CH2:15][CH3:16]. No catalyst specified. The product is [C:13]([NH:2][C:3]1[CH:4]=[C:5]([CH:10]=[CH:11][N:12]=1)[C:6]([O:8][CH3:9])=[O:7])(=[O:17])[CH2:14][CH2:15][CH3:16]. The yield is 0.820. (5) The reactants are [S:1]1[C:5]([C:6]2[CH:7]=[C:8]([CH:13]=[C:14]([NH:16][C:17]3[N:22]=[C:21]([C:23]([F:26])([F:25])[F:24])[CH:20]=[CH:19][N:18]=3)[CH:15]=2)C(OC)=O)=[CH:4][N:3]=[CH:2]1.[CH2:27]1COCC1.C[Mg]Cl.C([O:38][CH2:39][CH3:40])(=O)C. No catalyst specified. The product is [S:1]1[C:5]([C:6]2[CH:7]=[C:8]([C:39]([OH:38])([CH3:40])[CH3:27])[CH:13]=[C:14]([NH:16][C:17]3[N:22]=[C:21]([C:23]([F:26])([F:25])[F:24])[CH:20]=[CH:19][N:18]=3)[CH:15]=2)=[CH:4][N:3]=[CH:2]1. The yield is 0.740. (6) The reactants are [Br:1][C:2]1[CH:3]=[C:4]2[C:9](=[CH:10][CH:11]=1)[NH:8][N:7]=[CH:6][C:5]2=O.[OH-].[Na+].O=P(Cl)(Cl)[Cl:17]. No catalyst specified. The product is [Br:1][C:2]1[CH:3]=[C:4]2[C:9](=[CH:10][CH:11]=1)[N:8]=[N:7][CH:6]=[C:5]2[Cl:17]. The yield is 0.430.